Dataset: NCI-60 drug combinations with 297,098 pairs across 59 cell lines. Task: Regression. Given two drug SMILES strings and cell line genomic features, predict the synergy score measuring deviation from expected non-interaction effect. (1) Cell line: T-47D. Synergy scores: CSS=3.25, Synergy_ZIP=-1.24, Synergy_Bliss=-2.03, Synergy_Loewe=-1.42, Synergy_HSA=-1.73. Drug 1: CC1CCC2CC(C(=CC=CC=CC(CC(C(=O)C(C(C(=CC(C(=O)CC(OC(=O)C3CCCCN3C(=O)C(=O)C1(O2)O)C(C)CC4CCC(C(C4)OC)O)C)C)O)OC)C)C)C)OC. Drug 2: CC(C)(C#N)C1=CC(=CC(=C1)CN2C=NC=N2)C(C)(C)C#N. (2) Drug 1: CC1=C(C=C(C=C1)C(=O)NC2=CC(=CC(=C2)C(F)(F)F)N3C=C(N=C3)C)NC4=NC=CC(=N4)C5=CN=CC=C5. Drug 2: CC12CCC3C(C1CCC2OP(=O)(O)O)CCC4=C3C=CC(=C4)OC(=O)N(CCCl)CCCl.[Na+]. Cell line: SW-620. Synergy scores: CSS=2.22, Synergy_ZIP=0.596, Synergy_Bliss=-0.603, Synergy_Loewe=-5.33, Synergy_HSA=-5.92. (3) Drug 1: CC12CCC3C(C1CCC2=O)CC(=C)C4=CC(=O)C=CC34C. Drug 2: COC1=NC(=NC2=C1N=CN2C3C(C(C(O3)CO)O)O)N. Cell line: SK-MEL-2. Synergy scores: CSS=13.4, Synergy_ZIP=9.81, Synergy_Bliss=10.5, Synergy_Loewe=-9.55, Synergy_HSA=5.35. (4) Drug 1: CC1=C2C(C(=O)C3(C(CC4C(C3C(C(C2(C)C)(CC1OC(=O)C(C(C5=CC=CC=C5)NC(=O)C6=CC=CC=C6)O)O)OC(=O)C7=CC=CC=C7)(CO4)OC(=O)C)O)C)OC(=O)C. Drug 2: C1CCC(C(C1)N)N.C(=O)(C(=O)[O-])[O-].[Pt+4]. Cell line: COLO 205. Synergy scores: CSS=62.9, Synergy_ZIP=0.192, Synergy_Bliss=-1.59, Synergy_Loewe=3.97, Synergy_HSA=3.52. (5) Synergy scores: CSS=11.6, Synergy_ZIP=-1.36, Synergy_Bliss=4.26, Synergy_Loewe=5.59, Synergy_HSA=6.03. Drug 1: CNC(=O)C1=CC=CC=C1SC2=CC3=C(C=C2)C(=NN3)C=CC4=CC=CC=N4. Cell line: LOX IMVI. Drug 2: CN1CCC(CC1)COC2=C(C=C3C(=C2)N=CN=C3NC4=C(C=C(C=C4)Br)F)OC.